Task: Predict the product of the given reaction.. Dataset: Forward reaction prediction with 1.9M reactions from USPTO patents (1976-2016) (1) Given the reactants Br[C:2]1[N:3]=[C:4]([O:14][CH3:15])[C:5]([N:8]2[CH:12]=[C:11]([CH3:13])[N:10]=[CH:9]2)=[N:6][CH:7]=1.Br[C:17]1[N:18]=[C:19]([O:24]C)C(I)=N[CH:22]=1.[CH3:26][C:27]1N=CN[CH:31]=1.[O-]P([O-])([O-])=O.[K+].[K+].[K+].N[C@@H:41]1[CH2:46][CH2:45][CH2:44][CH2:43][C@H:42]1N.O1CCOC[CH2:49]1, predict the reaction product. The product is: [CH3:15][O:14][C:4]1[N:3]=[C:2]([C:19]([NH:18][CH2:17][C:22]2([C:41]3[CH:46]=[CH:45][CH:44]=[CH:43][CH:42]=3)[CH2:49][CH2:31][CH2:27][CH2:26]2)=[O:24])[CH:7]=[N:6][C:5]=1[N:8]1[CH:12]=[C:11]([CH3:13])[N:10]=[CH:9]1. (2) The product is: [Cl:20][C:21]1[CH:22]=[C:23]([C@H:28]([NH:30][C:2]2[N:7]=[C:6]([N:8]3[C@H:12]([C:13]4[CH:18]=[CH:17][CH:16]=[CH:15][CH:14]=4)[CH2:11][O:10][C:9]3=[O:19])[CH:5]=[CH:4][N:3]=2)[CH3:29])[CH:24]=[CH:25][C:26]=1[Cl:27].[Cl:20][C:21]1[CH:22]=[C:23]([C@@H:28]([NH:30][C:2]2[N:7]=[C:6]([N:8]3[C@H:12]([C:13]4[CH:18]=[CH:17][CH:16]=[CH:15][CH:14]=4)[CH2:11][O:10][C:9]3=[O:19])[CH:5]=[CH:4][N:3]=2)[CH3:29])[CH:24]=[CH:25][C:26]=1[Cl:27]. Given the reactants Cl[C:2]1[N:7]=[C:6]([N:8]2[C@H:12]([C:13]3[CH:18]=[CH:17][CH:16]=[CH:15][CH:14]=3)[CH2:11][O:10][C:9]2=[O:19])[CH:5]=[CH:4][N:3]=1.[Cl:20][C:21]1[CH:22]=[C:23]([CH:28]([NH2:30])[CH3:29])[CH:24]=[CH:25][C:26]=1[Cl:27], predict the reaction product. (3) Given the reactants [OH:1][CH2:2][C@@H:3]([NH:5][C:6]([C:8]1[C:16]2[C:11](=[N:12][CH:13]=[C:14]([C:17]3[C:25]4[C:20](=[CH:21][C:22]([F:26])=[CH:23][CH:24]=4)[N:19]([CH3:27])[N:18]=3)[N:15]=2)[N:10]([CH2:28][O:29][CH2:30][CH2:31][Si:32]([CH3:35])([CH3:34])[CH3:33])[CH:9]=1)=[O:7])[CH3:4].[F:36][C:37]([F:45])(S(F)(=O)=O)C(O)=O, predict the reaction product. The product is: [F:36][CH:37]([F:45])[O:1][CH2:2][C@@H:3]([NH:5][C:6]([C:8]1[C:16]2[C:11](=[N:12][CH:13]=[C:14]([C:17]3[C:25]4[C:20](=[CH:21][C:22]([F:26])=[CH:23][CH:24]=4)[N:19]([CH3:27])[N:18]=3)[N:15]=2)[N:10]([CH2:28][O:29][CH2:30][CH2:31][Si:32]([CH3:34])([CH3:33])[CH3:35])[CH:9]=1)=[O:7])[CH3:4]. (4) Given the reactants [H-].[Na+].[NH2:3][C:4]1[N:12]=[CH:11][N:10]=[C:9]2[C:5]=1[N:6]=[CH:7][N:8]2[C@H:13]1[C@@H:17]2[O:18][C:19]([CH3:22])([CH3:21])[O:20][C@@H:16]2[C@@H:15]([CH2:23]O)[O:14]1.[O:25]=[C:26]1[CH:30]([NH:31][C:32](=[O:38])[O:33][C:34]([CH3:37])([CH3:36])[CH3:35])[CH2:29][CH2:28][S:27]1.[CH3:39][O-:40].[Na+], predict the reaction product. The product is: [NH2:3][C:4]1[N:12]=[CH:11][N:10]=[C:9]2[C:5]=1[N:6]=[CH:7][N:8]2[C@H:13]1[C@@H:17]2[O:18][C:19]([CH3:21])([CH3:22])[O:20][C@@H:16]2[C@@H:15]([CH2:23][S:27][CH2:28][CH2:29][CH:30]([NH:31][C:32]([O:33][C:34]([CH3:37])([CH3:36])[CH3:35])=[O:38])[C:26]([O:40][CH3:39])=[O:25])[O:14]1. (5) Given the reactants O[CH2:2][CH2:3][N:4]([CH3:14])[C:5](CC1CCCCC1)=[O:6].[OH:15][C:16]1[CH:21]=[CH:20][C:19]([CH2:22][C@H:23]([NH:28][C:29]2[S:30][CH:31]=[C:32]([C:34]3[CH:39]=[CH:38][CH:37]=[CH:36][CH:35]=3)[N:33]=2)[C:24]([O:26][CH3:27])=[O:25])=[CH:18][CH:17]=1.[C:53]1(P([C:53]2[CH:58]=[CH:57][CH:56]=[CH:55][CH:54]=2)[C:53]2[CH:58]=[CH:57][CH:56]=[CH:55][CH:54]=2)[CH:58]=[CH:57][CH:56]=[CH:55][CH:54]=1.C1CCN(C(N=NC(N2CCCCC2)=O)=O)CC1, predict the reaction product. The product is: [CH:53]1([C:5]([N:4]([CH3:14])[CH2:3][CH2:2][O:15][C:16]2[CH:21]=[CH:20][C:19]([CH2:22][C@H:23]([NH:28][C:29]3[S:30][CH:31]=[C:32]([C:34]4[CH:35]=[CH:36][CH:37]=[CH:38][CH:39]=4)[N:33]=3)[C:24]([O:26][CH3:27])=[O:25])=[CH:18][CH:17]=2)=[O:6])[CH2:54][CH2:55][CH2:56][CH2:57][CH2:58]1.